From a dataset of Peptide-MHC class II binding affinity with 134,281 pairs from IEDB. Regression. Given a peptide amino acid sequence and an MHC pseudo amino acid sequence, predict their binding affinity value. This is MHC class II binding data. (1) The peptide sequence is CDGRGKSTRSTTDSG. The MHC is DRB1_1301 with pseudo-sequence DRB1_1301. The binding affinity (normalized) is 0.453. (2) The peptide sequence is WDFGSVGGVFTSVGKAVH. The MHC is DRB1_0301 with pseudo-sequence DRB1_0301. The binding affinity (normalized) is 0.